This data is from Full USPTO retrosynthesis dataset with 1.9M reactions from patents (1976-2016). The task is: Predict the reactants needed to synthesize the given product. (1) Given the product [CH2:25]([C:20]1[N:21]=[CH:22][CH:23]=[C:24]2[C:16]([C:14]([N:11]3[CH2:12][CH2:13][NH:8][CH2:9][CH2:10]3)=[O:15])=[C:17]([O:38][C:39]3[CH:44]=[C:43]([F:45])[CH:42]=[CH:41][C:40]=3[CH3:46])[N:18]([C:32]3[CH:37]=[CH:36][CH:35]=[CH:34][CH:33]=3)[C:19]=12)[C:26]1[CH:27]=[CH:28][CH:29]=[CH:30][CH:31]=1, predict the reactants needed to synthesize it. The reactants are: C(OC([N:8]1[CH2:13][CH2:12][N:11]([C:14]([C:16]2[C:24]3[C:19](=[C:20]([CH2:25][C:26]4[CH:31]=[CH:30][CH:29]=[CH:28][CH:27]=4)[N:21]=[CH:22][CH:23]=3)[N:18]([C:32]3[CH:37]=[CH:36][CH:35]=[CH:34][CH:33]=3)[C:17]=2[O:38][C:39]2[CH:44]=[C:43]([F:45])[CH:42]=[CH:41][C:40]=2[CH3:46])=[O:15])[CH2:10][CH2:9]1)=O)(C)(C)C.Cl.Cl.Cl.C(C1N=CC=C2C(C(N3CCNCC3)=O)=C(OC3C=C(F)C=CC=3C)N(C3C=CC=CC=3)C=12)C1C=CC=CC=1. (2) Given the product [CH3:1][O:2][C:3]([C:5]1([CH2:19][CH2:20][CH2:21][CH2:22][OH:32])[C:6]2[CH:7]=[CH:8][CH:9]=[CH:10][C:11]=2[O:12][C:13]2[C:18]1=[CH:17][CH:16]=[CH:15][CH:14]=2)=[O:4], predict the reactants needed to synthesize it. The reactants are: [CH3:1][O:2][C:3]([C:5]1([CH2:19][CH2:20][CH:21]=[CH2:22])[C:18]2[CH:17]=[CH:16][CH:15]=[CH:14][C:13]=2[O:12][C:11]2[C:6]1=[CH:7][CH:8]=[CH:9][CH:10]=2)=[O:4].C12BC(CCC1)CCC2.[OH:32]O.[OH-].[Na+]. (3) Given the product [C:21]1([CH:18]2[C:12]3[C:11]4=[C:16]([CH:7]([C:1]5[CH:2]=[CH:3][CH:4]=[CH:5][CH:6]=5)[CH2:8][CH2:9][N:10]4[CH2:20][CH2:19]2)[CH:15]=[C:14]([NH:17][C:36](=[O:37])[N:35]([CH3:39])[CH3:34])[CH:13]=3)[CH:26]=[CH:25][CH:24]=[CH:23][CH:22]=1, predict the reactants needed to synthesize it. The reactants are: [C:1]1([CH:7]2[C:16]3[C:11]4=[C:12]([CH:18]([C:21]5[CH:26]=[CH:25][CH:24]=[CH:23][CH:22]=5)[CH2:19][CH2:20][N:10]4[CH2:9][CH2:8]2)[CH:13]=[C:14]([NH2:17])[CH:15]=3)[CH:6]=[CH:5][CH:4]=[CH:3][CH:2]=1.C(N(CC)CC)C.[CH3:34][N:35]([CH3:39])[C:36](Cl)=[O:37]. (4) Given the product [Cl:51][C:49]1[CH:48]=[C:47]([CH:52]2[CH2:56][CH2:55][CH2:54][N:53]2[C:36]([C:35]2[CH:39]=[CH:40][C:41]([OH:43])=[CH:42][C:34]=2[OH:33])=[O:38])[CH:46]=[C:45]([Cl:44])[CH:50]=1, predict the reactants needed to synthesize it. The reactants are: P(F)(F)(F)(F)F.N1(OC(N(C)C)=[N+](C)C)C2N=CC=CC=2N=N1.C(N(C(C)C)CC)(C)C.[OH:33][C:34]1[CH:42]=[C:41]([OH:43])[CH:40]=[CH:39][C:35]=1[C:36]([OH:38])=O.[Cl:44][C:45]1[CH:46]=[C:47]([CH:52]2[CH2:56][CH2:55][CH2:54][NH:53]2)[CH:48]=[C:49]([Cl:51])[CH:50]=1.C([O-])(O)=O.[Na+]. (5) Given the product [C:1]([NH:5][C:6]1[N:14]=[C:13]([Cl:15])[CH:12]=[CH:11][C:7]=1[C:8]#[N:10])([CH3:4])([CH3:2])[CH3:3], predict the reactants needed to synthesize it. The reactants are: [C:1]([NH:5][C:6]1[N:14]=[C:13]([Cl:15])[CH:12]=[CH:11][C:7]=1[C:8]([NH2:10])=O)([CH3:4])([CH3:3])[CH3:2].N1C=CC=CC=1.O=P(Cl)(Cl)Cl.[OH-].[Na+]. (6) Given the product [Cl:1][C:2]1[CH:3]=[C:4]([NH:9][C:10]2[C:19]3[C:14](=[CH:15][C:16]([O:21][CH2:22][CH2:23][CH2:24][N:25]4[CH2:26][CH2:27][O:28][CH2:29][CH2:30]4)=[C:17]([NH:20][C:49](=[O:50])[CH:48]=[CH:47][CH2:46][N:40]4[CH2:45][CH2:44][CH2:43][CH2:42][CH2:41]4)[CH:18]=3)[N:13]=[CH:12][N:11]=2)[CH:5]=[CH:6][C:7]=1[F:8], predict the reactants needed to synthesize it. The reactants are: [Cl:1][C:2]1[CH:3]=[C:4]([NH:9][C:10]2[C:19]3[C:14](=[CH:15][C:16]([O:21][CH2:22][CH2:23][CH2:24][N:25]4[CH2:30][CH2:29][O:28][CH2:27][CH2:26]4)=[C:17]([NH2:20])[CH:18]=3)[N:13]=[CH:12][N:11]=2)[CH:5]=[CH:6][C:7]=1[F:8].CCN(C(C)C)C(C)C.[N:40]1([CH2:46][CH:47]=[CH:48][C:49](Cl)=[O:50])[CH2:45][CH2:44][CH2:43][CH2:42][CH2:41]1. (7) Given the product [O:25]=[S:26]1(=[O:32])[CH2:30][CH2:29][CH:28]([NH:31][C:2]2[C:3]3[CH:4]=[CH:5][C:6]([NH:24][CH:21]4[C:22]5[C:18](=[CH:17][CH:16]=[C:15]([O:14][CH3:13])[CH:23]=5)[CH2:19][CH2:20]4)=[N:7][C:8]=3[CH:9]=[CH:10][CH:11]=2)[CH2:27]1, predict the reactants needed to synthesize it. The reactants are: I[C:2]1[CH:11]=[CH:10][CH:9]=[C:8]2[C:3]=1[CH:4]=[CH:5][C:6](Cl)=[N:7]2.[CH3:13][O:14][C:15]1[CH:23]=[C:22]2[C:18]([CH2:19][CH2:20][CH:21]2[NH2:24])=[CH:17][CH:16]=1.[O:25]=[S:26]1(=[O:32])[CH2:30][CH2:29][CH:28]([NH2:31])[CH2:27]1.